From a dataset of Forward reaction prediction with 1.9M reactions from USPTO patents (1976-2016). Predict the product of the given reaction. (1) Given the reactants CON(C)[C:4]([C@@H:6]1[CH2:11][CH2:10][C@H:9]([CH2:12][NH:13][C:14](=[O:20])[O:15][C:16]([CH3:19])([CH3:18])[CH3:17])[CH2:8][CH2:7]1)=[O:5].[CH2:22]([Mg]Br)[CH2:23][C:24]1[CH:29]=[CH:28][CH:27]=[CH:26][CH:25]=1, predict the reaction product. The product is: [C:24]1([CH2:23][CH2:22][C:4]([C@@H:6]2[CH2:7][CH2:8][C@H:9]([CH2:12][NH:13][C:14](=[O:20])[O:15][C:16]([CH3:17])([CH3:18])[CH3:19])[CH2:10][CH2:11]2)=[O:5])[CH:29]=[CH:28][CH:27]=[CH:26][CH:25]=1. (2) Given the reactants [Br:1][C:2]1[C:11]2[CH2:10][CH2:9][CH:8](C(OC)=O)[C:7](=[O:16])[C:6]=2[CH:5]=[N:4][CH:3]=1.Cl, predict the reaction product. The product is: [Br:1][C:2]1[C:11]2[CH2:10][CH2:9][CH2:8][C:7](=[O:16])[C:6]=2[CH:5]=[N:4][CH:3]=1. (3) Given the reactants [CH3:1][O:2][CH2:3][O:4][C:5]1[CH:10]=[C:9]([O:11][CH3:12])[CH:8]=[CH:7][C:6]=1[NH:13][C:14](=[NH:19])[CH2:15][CH2:16][CH2:17][CH3:18].[CH2:20](N(CC)CC)C.[C:27]([OH:30])(=O)[CH3:28], predict the reaction product. The product is: [CH2:15]([C:14]1[N:13]([C:6]2[CH:7]=[CH:8][C:9]([O:11][CH3:12])=[CH:10][C:5]=2[O:4][CH2:3][O:2][CH3:1])[C:28]([CH:27]=[O:30])=[CH:20][N:19]=1)[CH2:16][CH2:17][CH3:18]. (4) Given the reactants [N+:1]([C:4]1[CH:5]=[C:6]([CH2:10][CH2:11]C(O)=O)[CH:7]=[CH:8][CH:9]=1)([O-:3])=[O:2].C(Cl)(Cl)Cl.[N-:19]=[N+]=[N-].[Na+].C(=O)([O-])[O-].[K+].[K+], predict the reaction product. The product is: [N+:1]([C:4]1[CH:5]=[C:6]([CH2:10][CH2:11][NH2:19])[CH:7]=[CH:8][CH:9]=1)([O-:3])=[O:2]. (5) Given the reactants [F:1][C:2]([F:40])([F:39])[C:3]1[CH:4]=[C:5]([NH:9][C:10]([NH:12][C:13]2[CH:18]=[CH:17][C:16]([CH2:19][C:20]3[C:28]4[C:23](=[N:24][CH:25]=[CH:26][CH:27]=4)[N:22]([Si](C(C)C)(C(C)C)C(C)C)[CH:21]=3)=[CH:15][CH:14]=2)=[O:11])[CH:6]=[CH:7][CH:8]=1.[F-].C([N+](CCCC)(CCCC)CCCC)CCC.O, predict the reaction product. The product is: [NH:22]1[C:23]2=[N:24][CH:25]=[CH:26][CH:27]=[C:28]2[C:20]([CH2:19][C:16]2[CH:17]=[CH:18][C:13]([NH:12][C:10]([NH:9][C:5]3[CH:6]=[CH:7][CH:8]=[C:3]([C:2]([F:40])([F:1])[F:39])[CH:4]=3)=[O:11])=[CH:14][CH:15]=2)=[CH:21]1.